Task: Predict which catalyst facilitates the given reaction.. Dataset: Catalyst prediction with 721,799 reactions and 888 catalyst types from USPTO (1) The catalyst class is: 16. Reactant: [Cl:1][C:2]1[C:3](F)=[C:4]([F:31])[CH:5]=[C:6]2[C:11]=1[N:10]([C:12]1[CH:17]=[CH:16][C:15]([CH2:18][N:19]3[CH2:23][CH2:22][C@H:21]([OH:24])[CH2:20]3)=[CH:14][CH:13]=1)[CH:9]=[C:8]([C:25]([O:27][CH2:28][CH3:29])=[O:26])[C:7]2=[O:30].[N:33]1([C:39]2[N:44]=[CH:43][CH:42]=[CH:41]N=2)[CH2:38][CH2:37][NH:36][CH2:35][CH2:34]1.[CH3:45]CN(C(C)C)C(C)C. Product: [Cl:1][C:2]1[C:3]([N:36]2[CH2:35][CH2:34][N:33]([C:39]3[CH:45]=[CH:41][CH:42]=[CH:43][N:44]=3)[CH2:38][CH2:37]2)=[C:4]([F:31])[CH:5]=[C:6]2[C:11]=1[N:10]([C:12]1[CH:13]=[CH:14][C:15]([CH2:18][N:19]3[CH2:23][CH2:22][C@H:21]([OH:24])[CH2:20]3)=[CH:16][CH:17]=1)[CH:9]=[C:8]([C:25]([O:27][CH2:28][CH3:29])=[O:26])[C:7]2=[O:30]. (2) Reactant: Br[CH2:2][CH2:3][CH2:4][C:5]([CH3:12])([CH3:11])[C:6]([O:8][CH2:9][CH3:10])=[O:7].NC(N)=[S:15].[OH-].[K+]. Product: [SH:15][CH2:2][CH2:3][CH2:4][C:5]([CH3:12])([CH3:11])[C:6]([O:8][CH2:9][CH3:10])=[O:7]. The catalyst class is: 14. (3) Reactant: [Br:1][C:2]1[C:3](F)=[C:4]2[C:10]([NH:11][C:12](=[O:16])[CH:13]([CH3:15])[CH3:14])=[CH:9][NH:8][C:5]2=[N:6][CH:7]=1.C(OC(=O)[NH:24][C@H:25]1[C@H:30]([CH:31]2[CH2:33][CH2:32]2)[CH2:29][CH2:28][NH:27][CH2:26]1)(C)(C)C.CCN(C(C)C)C(C)C.C(O)(C(F)(F)F)=O.C(Cl)[Cl:52]. Product: [ClH:52].[NH2:24][C@H:25]1[C@H:30]([CH:31]2[CH2:33][CH2:32]2)[CH2:29][CH2:28][N:27]([C:3]2[C:2]([Br:1])=[CH:7][N:6]=[C:5]3[NH:8][CH:9]=[C:10]([NH:11][C:12](=[O:16])[CH:13]([CH3:15])[CH3:14])[C:4]=23)[CH2:26]1. The catalyst class is: 114. (4) Reactant: [Cl:1][C:2]1[CH:3]=[C:4]([N+:9]([O-])=O)[C:5]([NH2:8])=[N:6][CH:7]=1.[Cl:12][Sn]Cl.[OH-].[Na+]. Product: [Cl:1][C:2]1[CH:3]=[C:4]([NH2:9])[C:5]([NH2:8])=[N:6][C:7]=1[Cl:12]. The catalyst class is: 33. (5) Reactant: Cl.[NH2:2][C@H:3]([CH2:8][C:9]1[CH:10]=[C:11]2[C:15](=[C:16]([CH3:18])[CH:17]=1)[NH:14][N:13]=[CH:12]2)[C:4]([O:6][CH3:7])=[O:5].C1C(=O)N(OC(ON2C(=O)CCC2=O)=O)[C:21](=[O:22])C1.C(N(CC)CC)C.[NH:44]1[CH2:49][CH2:48][CH:47]([C:50]2[C:51](=[O:60])[NH:52][C:53]3[C:58]([CH:59]=2)=[CH:57][CH:56]=[CH:55][CH:54]=3)[CH2:46][CH2:45]1. Product: [CH3:18][C:16]1[CH:17]=[C:9]([CH2:8][C@@H:3]([NH:2][C:21]([N:44]2[CH2:45][CH2:46][CH:47]([C:50]3[C:51](=[O:60])[NH:52][C:53]4[C:58]([CH:59]=3)=[CH:57][CH:56]=[CH:55][CH:54]=4)[CH2:48][CH2:49]2)=[O:22])[C:4]([O:6][CH3:7])=[O:5])[CH:10]=[C:11]2[C:15]=1[NH:14][N:13]=[CH:12]2. The catalyst class is: 9. (6) Reactant: Cl.[CH3:2][CH:3]([O:5][C:6]1[CH:13]=[CH:12][C:11]([C:14]2[S:15][C:16]([C:19]3[C:20]([CH3:29])=[C:21]4[C:26](=[CH:27][CH:28]=3)[CH2:25][NH:24][CH2:23][CH2:22]4)=[N:17][N:18]=2)=[CH:10][C:7]=1[C:8]#[N:9])[CH3:4].C([O-])([O-])=O.[K+].[K+].Br[CH2:37][CH2:38][CH2:39][C:40]([O:42][CH2:43][CH3:44])=[O:41]. Product: [C:8]([C:7]1[CH:10]=[C:11]([C:14]2[S:15][C:16]([C:19]3[C:20]([CH3:29])=[C:21]4[C:26](=[CH:27][CH:28]=3)[CH2:25][N:24]([CH2:37][CH2:38][CH2:39][C:40]([O:42][CH2:43][CH3:44])=[O:41])[CH2:23][CH2:22]4)=[N:17][N:18]=2)[CH:12]=[CH:13][C:6]=1[O:5][CH:3]([CH3:2])[CH3:4])#[N:9]. The catalyst class is: 31. (7) Product: [CH2:1]([O:3][C:4]([C:6]1([CH2:42][CH:41]([OH:45])[CH2:43][OH:22])[CH2:11][CH2:10][CH2:9][CH:8]([C:12]([O:14][CH2:15][CH3:16])=[O:13])[CH2:7]1)=[O:5])[CH3:2]. Reactant: [CH2:1]([O:3][C:4]([C:6]1(CC=C)[CH2:11][CH2:10][CH2:9][CH:8]([C:12]([O:14][CH2:15][CH3:16])=[O:13])[CH2:7]1)=[O:5])[CH3:2].[K].C(=O)([O-])[O-:22].[K+].[K+].N12CCC(CC1)CC2.S([O-])([O-])=O.[Na+].[Na+].[C:41]([OH:45])(C)([CH3:43])[CH3:42]. The catalyst class is: 6. (8) Reactant: Br[C:2]1[N:10]=[CH:9][N:8]=[C:7]2[C:3]=1[N:4]=[CH:5][NH:6]2.[NH2:11][CH:12]([C:14]1[N:15]=[C:16]2[S:29][CH:28]=[C:27]([CH3:30])[N:17]2[C:18](=[O:26])[C:19]=1[C:20]1[CH:25]=[CH:24][CH:23]=[CH:22][N:21]=1)[CH3:13].C(N(CC)C(C)C)(C)C. Product: [CH3:30][C:27]1[N:17]2[C:18](=[O:26])[C:19]([C:20]3[CH:25]=[CH:24][CH:23]=[CH:22][N:21]=3)=[C:14]([CH:12]([NH:11][C:2]3[N:10]=[CH:9][N:8]=[C:7]4[C:3]=3[N:4]=[CH:5][NH:6]4)[CH3:13])[N:15]=[C:16]2[S:29][CH:28]=1. The catalyst class is: 8. (9) Reactant: [CH3:1][S:2]([C:5]1[CH:10]=[CH:9][C:8]([C:11]2[CH:20]=[CH:19][C:18]3[C:13](=[CH:14][CH:15]=[C:16]([O:21][CH3:22])[CH:17]=3)[C:12]=2[O:23][C:24]2[CH:38]=[CH:37][C:27]([O:28][CH2:29][CH2:30][N:31]3[CH2:36][CH2:35][CH2:34][CH2:33][CH2:32]3)=[CH:26][CH:25]=2)=[CH:7][CH:6]=1)(=[O:4])=[O:3].[Cl:39]CCl.Cl.C(OCC)C. The catalyst class is: 370. Product: [ClH:39].[CH3:1][S:2]([C:5]1[CH:6]=[CH:7][C:8]([C:11]2[CH:20]=[CH:19][C:18]3[C:13](=[CH:14][CH:15]=[C:16]([O:21][CH3:22])[CH:17]=3)[C:12]=2[O:23][C:24]2[CH:25]=[CH:26][C:27]([O:28][CH2:29][CH2:30][N:31]3[CH2:36][CH2:35][CH2:34][CH2:33][CH2:32]3)=[CH:37][CH:38]=2)=[CH:9][CH:10]=1)(=[O:4])=[O:3].